This data is from Peptide-MHC class I binding affinity with 185,985 pairs from IEDB/IMGT. The task is: Regression. Given a peptide amino acid sequence and an MHC pseudo amino acid sequence, predict their binding affinity value. This is MHC class I binding data. (1) The peptide sequence is FPVTPQVPL. The MHC is HLA-A23:01 with pseudo-sequence HLA-A23:01. The binding affinity (normalized) is 0. (2) The peptide sequence is SAYYLDIGF. The MHC is HLA-A26:01 with pseudo-sequence HLA-A26:01. The binding affinity (normalized) is 0.0847. (3) The peptide sequence is PLMGGAYIAFPTSCHMFI. The MHC is HLA-C06:02 with pseudo-sequence HLA-C06:02. The binding affinity (normalized) is 0.105.